This data is from Forward reaction prediction with 1.9M reactions from USPTO patents (1976-2016). The task is: Predict the product of the given reaction. (1) Given the reactants [CH3:1][NH:2][C:3](=[O:6])[CH2:4][NH2:5].F[C:8]1[C:25](F)=[CH:24][C:23]([I:27])=[CH:22][C:9]=1[C:10]([C:12](=[CH:18]OCC)[C:13]([O:15][CH2:16][CH3:17])=[O:14])=[O:11].[H-].[Na+], predict the reaction product. The product is: [I:27][C:23]1[CH:22]=[C:9]2[C:10](=[O:11])[C:12]([C:13]([O:15][CH2:16][CH3:17])=[O:14])=[CH:18][N:5]3[CH2:4][C:3](=[O:6])[N:2]([CH3:1])[C:25]([CH:24]=1)=[C:8]23. (2) Given the reactants C([O:3][C:4](=[O:18])[C:5]([NH:7][C:8]1[CH:17]=[CH:16][C:11]2[N:12]=[C:13]([SH:15])[NH:14][C:10]=2[CH:9]=1)=[O:6])C.[OH-].[K+].FC1C=CC(CC2CCN(C(=O)C(O)=O)CC2)=CC=1, predict the reaction product. The product is: [SH:15][C:13]1[NH:14][C:10]2[CH:9]=[C:8]([NH:7][C:5](=[O:6])[C:4]([OH:18])=[O:3])[CH:17]=[CH:16][C:11]=2[N:12]=1.